Dataset: Forward reaction prediction with 1.9M reactions from USPTO patents (1976-2016). Task: Predict the product of the given reaction. (1) Given the reactants [NH2:1][C:2]1[CH:7]=[CH:6][CH:5]=[CH:4][CH:3]=1.[OH-].[Na+].Cl[C:11]([O:13][CH3:14])=[O:12], predict the reaction product. The product is: [C:2]1([NH:1][C:11](=[O:12])[O:13][CH3:14])[CH:7]=[CH:6][CH:5]=[CH:4][CH:3]=1. (2) Given the reactants [C:1]([CH2:3][C:4]1[CH:9]=[CH:8][C:7](B(O)O)=[CH:6][CH:5]=1)#[N:2].I[C:14]1[N:18]2[C:19]3[S:25][CH:24]=[CH:23][C:20]=3[N:21]=[CH:22][C:17]2=[N:16][C:15]=1[CH3:26].C(=O)([O-])[O-].[K+].[K+], predict the reaction product. The product is: [CH3:26][C:15]1[N:16]=[C:17]2[CH:22]=[N:21][C:20]3[CH:23]=[CH:24][S:25][C:19]=3[N:18]2[C:14]=1[C:7]1[CH:8]=[CH:9][C:4]([CH2:3][C:1]#[N:2])=[CH:5][CH:6]=1. (3) Given the reactants [CH2:1]([CH2:3][NH2:4])[OH:2].[CH:5]1[CH:10]=[CH:9][C:8]([CH2:11][O:12][C:13](Cl)=[O:14])=[CH:7][CH:6]=1.CCN(C(C)C)C(C)C, predict the reaction product. The product is: [OH:2][CH2:1][CH2:3][NH:4][C:13](=[O:14])[O:12][CH2:11][C:8]1[CH:9]=[CH:10][CH:5]=[CH:6][CH:7]=1.